The task is: Predict the reactants needed to synthesize the given product.. This data is from Full USPTO retrosynthesis dataset with 1.9M reactions from patents (1976-2016). (1) Given the product [Br:1][C:2]1[CH:3]=[C:4]([CH:20]=[CH:21][C:22]=1[O:23][CH3:24])[CH2:5][CH:6]1[C:15]2[C:10](=[CH:11][C:12]([O:18][CH3:19])=[C:13]([O:16][CH3:17])[CH:14]=2)[CH2:9][CH2:8][N:7]1[CH2:26][C:27]([NH:36][CH2:35][C:34]1[CH:37]=[CH:38][CH:39]=[CH:40][C:33]=1[O:32][CH2:30][CH3:31])=[O:28], predict the reactants needed to synthesize it. The reactants are: [Br:1][C:2]1[CH:3]=[C:4]([CH:20]=[CH:21][C:22]=1[O:23][CH3:24])[CH2:5][CH:6]1[C:15]2[C:10](=[CH:11][C:12]([O:18][CH3:19])=[C:13]([O:16][CH3:17])[CH:14]=2)[CH2:9][CH2:8][NH:7]1.Br[CH2:26][C:27](Br)=[O:28].[CH2:30]([O:32][C:33]1[CH:40]=[CH:39][CH:38]=[CH:37][C:34]=1[CH2:35][NH2:36])[CH3:31]. (2) Given the product [Cl:11][CH2:10][CH2:9][N:5]1[CH2:6][CH2:7][N:2]([CH3:1])[CH2:3][CH2:4]1, predict the reactants needed to synthesize it. The reactants are: [CH3:1][N:2]1[CH2:7][CH2:6][NH:5][CH2:4][CH2:3]1.Br[CH2:9][CH2:10][Cl:11]. (3) Given the product [C:34]([C:17]1[CH:18]=[C:19]([C:23]2[N:24]=[C:25]([N:28]3[CH2:33][CH2:32][N:31]([C:8]([NH:7][C:3]4[CH:2]=[N:1][CH:6]=[CH:5][CH:4]=4)=[O:15])[CH2:30][CH2:29]3)[S:26][CH:27]=2)[CH:20]=[CH:21][CH:22]=1)#[N:37], predict the reactants needed to synthesize it. The reactants are: [N:1]1[CH:6]=[CH:5][CH:4]=[C:3]([NH:7][C:8](=[O:15])OCC(Cl)(Cl)Cl)[CH:2]=1.Cl[C:17]1[CH:18]=[C:19]([C:23]2[N:24]=[C:25]([N:28]3[CH2:33][CH2:32][NH:31][CH2:30][CH2:29]3)[S:26][CH:27]=2)[CH:20]=[CH:21][CH:22]=1.[CH:34]([N:37](C(C)C)CC)(C)C.O. (4) Given the product [F:1][C:2]1[CH:3]=[CH:4][C:5]([N:8]2[CH2:12][CH:11]3[CH:10]([O:14]3)[CH2:9]2)=[CH:6][CH:7]=1, predict the reactants needed to synthesize it. The reactants are: [F:1][C:2]1[CH:7]=[CH:6][C:5]([N:8]2[CH2:12][CH:11]=[CH:10][CH2:9]2)=[CH:4][CH:3]=1.C(=O)([O-])[OH:14].[K+].OO.S([O-])([O-])(=O)=S.[Na+].[Na+]. (5) Given the product [Cl:1][C:2]1[C:7]([Cl:8])=[C:6]([F:9])[CH:5]=[CH:4][C:3]=1[C:10]([N:12]1[CH2:17][CH2:16][N:15]2[C:38]([C:35]3[CH:34]=[CH:33][C:32]([F:31])=[CH:37][N:36]=3)=[N:40][N:41]=[C:14]2[CH2:13]1)=[O:11], predict the reactants needed to synthesize it. The reactants are: [Cl:1][C:2]1[C:7]([Cl:8])=[C:6]([F:9])[CH:5]=[CH:4][C:3]=1[C:10]([N:12]1[CH2:17][CH2:16][NH:15][C:14](=O)[CH2:13]1)=[O:11].F[B-](F)(F)F.C([O+](CC)CC)C.[F:31][C:32]1[CH:33]=[CH:34][C:35]([C:38]([NH:40][NH2:41])=O)=[N:36][CH:37]=1.